This data is from Forward reaction prediction with 1.9M reactions from USPTO patents (1976-2016). The task is: Predict the product of the given reaction. (1) Given the reactants CS([O:5][CH2:6][C:7]1[C:8]([C:16]2[CH:21]=[CH:20][C:19]([CH2:22][CH3:23])=[CH:18][CH:17]=2)=[N:9][S:10][C:11]=1[C:12]([F:15])([F:14])[F:13])(=O)=O.[F:24][C:25]1[CH:26]=[C:27]([CH:33]2[CH2:35][CH:34]2[C:36]([O:38]CC)=[O:37])[CH:28]=[C:29]([F:32])[C:30]=1O, predict the reaction product. The product is: [CH2:22]([C:19]1[CH:20]=[CH:21][C:16]([C:8]2[C:7]([CH2:6][O:5][C:30]3[C:29]([F:32])=[CH:28][C:27]([CH:33]4[CH2:35][CH:34]4[C:36]([OH:38])=[O:37])=[CH:26][C:25]=3[F:24])=[C:11]([C:12]([F:15])([F:14])[F:13])[S:10][N:9]=2)=[CH:17][CH:18]=1)[CH3:23]. (2) Given the reactants [Cl:1][C:2]1[CH:7]=[CH:6][C:5]([C:8]2[CH:9]=[C:10]([NH2:20])[CH:11]=[N:12][C:13]=2[O:14][CH2:15][C:16]([F:19])([F:18])[F:17])=[CH:4][CH:3]=1.[O:21]1[CH:25]=[CH:24][C:23]([C:26](O)=[O:27])=[CH:22]1, predict the reaction product. The product is: [Cl:1][C:2]1[CH:3]=[CH:4][C:5]([C:8]2[CH:9]=[C:10]([NH:20][C:26]([C:23]3[CH:24]=[CH:25][O:21][CH:22]=3)=[O:27])[CH:11]=[N:12][C:13]=2[O:14][CH2:15][C:16]([F:17])([F:18])[F:19])=[CH:6][CH:7]=1. (3) Given the reactants [CH3:1][O:2][C:3]([C:5]1[N:6]([CH2:25][C:26]2[CH:31]=[CH:30][CH:29]=[CH:28][CH:27]=2)[C:7](=[O:24])[C:8]2[C:13]([C:14]=1OS(C(F)(F)F)(=O)=O)=[CH:12][C:11]([Cl:23])=[CH:10][CH:9]=2)=[O:4].[CH3:32][C:33]1[CH:38]=[CH:37][C:36](B(O)O)=[CH:35][CH:34]=1, predict the reaction product. The product is: [CH3:1][O:2][C:3]([C:5]1[N:6]([CH2:25][C:26]2[CH:27]=[CH:28][CH:29]=[CH:30][CH:31]=2)[C:7](=[O:24])[C:8]2[C:13]([C:14]=1[C:36]1[CH:37]=[CH:38][C:33]([CH3:32])=[CH:34][CH:35]=1)=[CH:12][C:11]([Cl:23])=[CH:10][CH:9]=2)=[O:4]. (4) Given the reactants [Cl:1][C:2]1[CH:7]=[CH:6][CH:5]=[C:4]([Cl:8])[C:3]=1[C:9]1[CH:13]=[C:12]([C:14]2[CH:19]=[C:18]([NH:20][CH2:21][CH2:22][CH2:23][C:24]3[CH:42]=[CH:41][C:27]([CH2:28][P:29](=[O:40])([O:35][C:36]([CH3:39])([CH3:38])[CH3:37])[O:30][C:31]([CH3:34])([CH3:33])[CH3:32])=[CH:26][CH:25]=3)[CH:17]=[CH:16][N:15]=2)[O:11][N:10]=1.C(N(C(C)C)CC)(C)C.[Cl:52][CH:53]([Cl:57])[C:54](Cl)=[O:55], predict the reaction product. The product is: [Cl:52][CH:53]([Cl:57])[C:54]([N:20]([CH2:21][CH2:22][CH2:23][C:24]1[CH:25]=[CH:26][C:27]([CH2:28][P:29](=[O:40])([O:35][C:36]([CH3:39])([CH3:38])[CH3:37])[O:30][C:31]([CH3:34])([CH3:33])[CH3:32])=[CH:41][CH:42]=1)[C:18]1[CH:17]=[CH:16][N:15]=[C:14]([C:12]2[O:11][N:10]=[C:9]([C:3]3[C:4]([Cl:8])=[CH:5][CH:6]=[CH:7][C:2]=3[Cl:1])[CH:13]=2)[CH:19]=1)=[O:55]. (5) Given the reactants [C:1]([O:5][C:6]([NH:8][C@@H:9]1[CH2:18][CH2:17][C:12]2([O:16][CH2:15][CH2:14][O:13]2)[C@H:11]([S:19]C(=O)C2C=CC=CC=2)[CH2:10]1)=[O:7])([CH3:4])([CH3:3])[CH3:2].NN, predict the reaction product. The product is: [C:1]([O:5][C:6](=[O:7])[NH:8][C@@H:9]1[CH2:18][CH2:17][C:12]2([O:13][CH2:14][CH2:15][O:16]2)[C@H:11]([SH:19])[CH2:10]1)([CH3:4])([CH3:2])[CH3:3]. (6) Given the reactants [Cl:1][C:2]1[CH:7]=[CH:6][C:5]([CH:8]([C:20]2[CH:25]=[CH:24][C:23]([OH:26])=[C:22]([F:27])[CH:21]=2)[CH2:9][C:10]([C:12]2[CH:13]=[CH:14][C:15](=[O:19])[N:16]([CH3:18])[CH:17]=2)=[O:11])=[C:4]([CH3:28])[CH:3]=1.Br[CH2:30][CH2:31][CH2:32][C:33]([O:35][CH3:36])=[O:34].C(=O)([O-])[O-].[Cs+].[Cs+], predict the reaction product. The product is: [CH3:36][O:35][C:33](=[O:34])[CH2:32][CH2:31][CH2:30][O:26][C:23]1[CH:24]=[CH:25][C:20]([CH:8]([C:5]2[CH:6]=[CH:7][C:2]([Cl:1])=[CH:3][C:4]=2[CH3:28])[CH2:9][C:10]([C:12]2[CH:13]=[CH:14][C:15](=[O:19])[N:16]([CH3:18])[CH:17]=2)=[O:11])=[CH:21][C:22]=1[F:27]. (7) Given the reactants [O:1]=[C:2]1[C:11]2[C:6](=[CH:7][CH:8]=[CH:9][CH:10]=2)[N:5]=[C:4]([CH2:12][CH2:13][CH2:14][C:15]([OH:17])=O)[NH:3]1.[N:18]1([C:24]2[C:28]3[CH:29]=[CH:30][CH:31]=[CH:32][C:27]=3[S:26][N:25]=2)[CH2:23][CH2:22][NH:21][CH2:20][CH2:19]1, predict the reaction product. The product is: [S:26]1[C:27]2[CH:32]=[CH:31][CH:30]=[CH:29][C:28]=2[C:24]([N:18]2[CH2:19][CH2:20][N:21]([C:15](=[O:17])[CH2:14][CH2:13][CH2:12][C:4]3[NH:3][C:2](=[O:1])[C:11]4[C:6](=[CH:7][CH:8]=[CH:9][CH:10]=4)[N:5]=3)[CH2:22][CH2:23]2)=[N:25]1. (8) Given the reactants C(OC([N:8]([CH2:13][CH2:14][CH2:15][N:16]1[C:20]([C:21]2[CH:26]=[CH:25][C:24]([F:27])=[CH:23][CH:22]=2)=[CH:19][S:18][C:17]1=[N:28][C:29]1[CH:34]=[CH:33][C:32]([Cl:35])=[CH:31][C:30]=1[O:36][CH3:37])[CH2:9][C:10]([OH:12])=[O:11])=O)(C)(C)C.Cl, predict the reaction product. The product is: [Cl:35][C:32]1[CH:33]=[CH:34][C:29]([N:28]=[C:17]2[N:16]([CH2:15][CH2:14][CH2:13][NH:8][CH2:9][C:10]([OH:12])=[O:11])[C:20]([C:21]3[CH:22]=[CH:23][C:24]([F:27])=[CH:25][CH:26]=3)=[CH:19][S:18]2)=[C:30]([O:36][CH3:37])[CH:31]=1.